The task is: Predict which catalyst facilitates the given reaction.. This data is from Catalyst prediction with 721,799 reactions and 888 catalyst types from USPTO. Reactant: [Br:1][C:2]1[CH:7]=[C:6]([C:8]([CH3:11])([CH3:10])[CH3:9])[CH:5]=[C:4]([CH2:12][CH3:13])[C:3]=1[OH:14].CCCCCC.C([Li])CCC.[CH3:26][O:27][CH2:28]Cl. Product: [Br:1][C:2]1[C:3]([O:14][CH2:26][O:27][CH3:28])=[C:4]([CH2:12][CH3:13])[CH:5]=[C:6]([C:8]([CH3:9])([CH3:10])[CH3:11])[CH:7]=1. The catalyst class is: 7.